Predict which catalyst facilitates the given reaction. From a dataset of Catalyst prediction with 721,799 reactions and 888 catalyst types from USPTO. Reactant: [OH:1][C:2]1[C:10]([N+:11]([O-:13])=[O:12])=[CH:9][C:5]([C:6](O)=[O:7])=[CH:4][C:3]=1[N+:14]([O-:16])=[O:15].S(Cl)([Cl:19])=O. Product: [OH:1][C:2]1[C:10]([N+:11]([O-:13])=[O:12])=[CH:9][C:5]([C:6]([Cl:19])=[O:7])=[CH:4][C:3]=1[N+:14]([O-:16])=[O:15]. The catalyst class is: 57.